From a dataset of Full USPTO retrosynthesis dataset with 1.9M reactions from patents (1976-2016). Predict the reactants needed to synthesize the given product. (1) Given the product [ClH:28].[CH3:27][O:26][C:4]1[CH:5]=[C:6]([C@@H:9]2[O:14][CH2:13][C@H:12]3[CH2:15][NH:16][CH2:17][CH2:18][N:11]3[CH2:10]2)[CH:7]=[CH:8][C:3]=1[C:1]#[N:2], predict the reactants needed to synthesize it. The reactants are: [C:1]([C:3]1[CH:8]=[CH:7][C:6]([C@@H:9]2[O:14][CH2:13][C@H:12]3[CH2:15][N:16](C(OC(C)(C)C)=O)[CH2:17][CH2:18][N:11]3[CH2:10]2)=[CH:5][C:4]=1[O:26][CH3:27])#[N:2].[ClH:28]. (2) The reactants are: [CH:1]([N:4]1[CH2:9][CH2:8][CH:7]([O:10][C:11]2[CH:19]=[CH:18][C:17]3[N:16]4[C@H:20]([CH3:25])[CH2:21][NH:22][C:23](=[O:24])[C:15]4=[CH:14][C:13]=3[CH:12]=2)[CH2:6][CH2:5]1)([CH3:3])[CH3:2].[H-].[Na+].Cl[CH2:29][C:30]1[C:31]([CH3:36])=[N:32][O:33][C:34]=1[CH3:35]. Given the product [CH3:36][C:31]1[C:30]([CH2:29][N:22]2[CH2:21][C@@H:20]([CH3:25])[N:16]3[C:17]4[CH:18]=[CH:19][C:11]([O:10][CH:7]5[CH2:8][CH2:9][N:4]([CH:1]([CH3:3])[CH3:2])[CH2:5][CH2:6]5)=[CH:12][C:13]=4[CH:14]=[C:15]3[C:23]2=[O:24])=[C:34]([CH3:35])[O:33][N:32]=1, predict the reactants needed to synthesize it.